From a dataset of Full USPTO retrosynthesis dataset with 1.9M reactions from patents (1976-2016). Predict the reactants needed to synthesize the given product. (1) Given the product [ClH:8].[CH3:1][O:2][CH:3]([O:6][CH3:7])[CH2:4][NH:5][CH2:9][C:10]([NH:12][CH2:13][CH2:14][C:15]1[CH:20]=[CH:19][CH:18]=[CH:17][CH:16]=1)=[O:11], predict the reactants needed to synthesize it. The reactants are: [CH3:1][O:2][CH:3]([O:6][CH3:7])[CH2:4][NH2:5].[Cl:8][CH2:9][C:10]([NH:12][CH2:13][CH2:14][C:15]1[CH:20]=[CH:19][CH:18]=[CH:17][CH:16]=1)=[O:11]. (2) Given the product [CH3:1][C:2]1[CH:7]=[CH:6][C:5]([C:8]2[N:16]=[C:15]3[N:10]([CH:11]=[C:12]([CH3:17])[CH:13]=[CH:14]3)[C:9]=2[CH2:18][C:19]([N:21]([CH3:22])[CH3:23])=[O:20])=[CH:4][CH:3]=1, predict the reactants needed to synthesize it. The reactants are: [CH3:1][C:2]1[CH:3]=[CH:4][C:5]([C:8]2[N:16]=[C:15]3[N:10]([CH:11]=[C:12]([CH3:17])[CH:13]=[CH:14]3)[C:9]=2[CH2:18][C:19]([N:21]([CH3:23])[CH3:22])=[O:20])=[CH:6][CH:7]=1.C(O)(C(O)=O)C(O)C(O)=O. (3) Given the product [CH3:25][CH:24]([CH3:26])[C@H:23]([N:19]([CH2:18][C:15]1[CH:16]=[CH:17][C:12]([C:7]2[CH:8]=[CH:9][CH:10]=[CH:11][C:6]=2[C:5]2[NH:4][N:3]=[N:2][N:1]=2)=[CH:13][CH:14]=1)[C:20]([C:27]1[S:28][CH:29]=[CH:30][CH:31]=1)=[O:21])[C:34]([OH:37])=[O:35], predict the reactants needed to synthesize it. The reactants are: [NH:1]1[C:5]([C:6]2[CH:11]=[CH:10][CH:9]=[CH:8][C:7]=2[C:12]2[CH:17]=[CH:16][C:15]([CH2:18][N:19]3[C@@H:23]([CH:24]([CH3:26])[CH3:25])C[O:21][CH:20]3[C:27]3[S:28][CH:29]=[CH:30][CH:31]=3)=[CH:14][CH:13]=2)=[N:4][N:3]=[N:2]1.[K+].[Br-].[C:34]([O-:37])([O-])=[O:35].[K+].[K+].[O-]Cl.[Na+]. (4) Given the product [CH:3]1[C:4]2[CH2:5][CH2:6][C:7]3[CH:8]=[CH:9][CH:10]=[C:11]4[CH2:16][C:14]([C:13]=2[C:12]=34)=[CH:15][CH:2]=1, predict the reactants needed to synthesize it. The reactants are: Br[C:2]1[CH:15]=[C:14]2[CH2:16][C:11]3[C:12]4[C:13]2=[C:4]([CH2:5][CH2:6][C:7]=4[CH:8]=[C:9](Br)[CH:10]=3)[CH:3]=1.C1(NC2C=CC=CC=2)C=CC=CC=1.CC(C)([O-])C.[Na+].C(P(C(C)(C)C)C(C)(C)C)(C)(C)C. (5) Given the product [CH2:1]([C:3]1[NH:4][C:5]([C:19]([C:16]2[CH:15]=[CH:14][C:13]([C:11]#[N:12])=[CH:18][CH:17]=2)=[O:27])=[CH:6][CH:7]=1)[CH3:2], predict the reactants needed to synthesize it. The reactants are: [CH2:1]([C:3]1[NH:4][CH:5]=[CH:6][CH:7]=1)[CH3:2].C[Mg]Br.[C:11]([C:13]1[CH:18]=[CH:17][C:16]([C:19](=[O:27])SC2C=CC=CN=2)=[CH:15][CH:14]=1)#[N:12].[Cl-].[NH4+]. (6) Given the product [ClH:25].[N+:1]([C:4]1[CH:5]=[CH:6][C:7]([C:10]2[S:14][C:13]([CH2:15][CH2:16][NH2:17])=[N:12][CH:11]=2)=[CH:8][CH:9]=1)([O-:3])=[O:2], predict the reactants needed to synthesize it. The reactants are: [N+:1]([C:4]1[CH:9]=[CH:8][C:7]([C:10]2[S:14][C:13]([CH2:15][CH2:16][NH:17]C(=O)OC(C)(C)C)=[N:12][CH:11]=2)=[CH:6][CH:5]=1)([O-:3])=[O:2].[ClH:25].O1CCOCC1. (7) Given the product [NH2:12][C:11]1[CH:10]=[CH:9][C:8]([C:15]2([C:20]([O:22][CH2:23][CH3:24])=[O:21])[CH2:19][CH2:18][CH2:17][CH2:16]2)=[CH:7][C:6]=1[O:5][CH2:4][CH:1]1[CH2:2][CH2:3]1, predict the reactants needed to synthesize it. The reactants are: [CH:1]1([CH2:4][O:5][C:6]2[CH:7]=[C:8]([C:15]3([C:20]([O:22][CH2:23][CH3:24])=[O:21])[CH2:19][CH2:18][CH2:17][CH2:16]3)[CH:9]=[CH:10][C:11]=2[N+:12]([O-])=O)[CH2:3][CH2:2]1.